This data is from Full USPTO retrosynthesis dataset with 1.9M reactions from patents (1976-2016). The task is: Predict the reactants needed to synthesize the given product. (1) Given the product [NH2:7][CH2:8][CH2:9][NH:10][C:11]([C:13]1[N:14]([CH2:33][CH:34]([CH3:36])[CH3:35])[CH:15]=[C:16]([NH:18][C:19]([C:21]2[NH:22][C:23]3[C:24]([CH:29]=2)=[CH:25][C:26]([NH:30][C:58](=[O:65])[CH2:57][CH2:52][NH2:51])=[CH:27][CH:28]=3)=[O:20])[CH:17]=1)=[O:12], predict the reactants needed to synthesize it. The reactants are: C(OC(=O)[NH:7][CH2:8][CH2:9][NH:10][C:11]([C:13]1[N:14]([CH2:33][CH:34]([CH3:36])[CH3:35])[CH:15]=[C:16]([NH:18][C:19]([C:21]2[NH:22][C:23]3[C:28]([CH:29]=2)=[CH:27][C:26]([N+:30]([O-])=O)=[CH:25][CH:24]=3)=[O:20])[CH:17]=1)=[O:12])(C)(C)C.C(OC(=O)NCCNC(C1[NH:51][C:52]2[C:57]([CH:58]=1)=CC=C(N)C=2)=O)(C)(C)C.C([O:65]C(NCCC(O)=O)=O)(C)(C)C.CN(C(ON1N=NC2C=CC=CC1=2)=[N+](C)C)C.F[P-](F)(F)(F)(F)F.C1C=CC2N(O)N=NC=2C=1.CCN(C(C)C)C(C)C.C(O)(C(F)(F)F)=O.C1(OC)C=CC=CC=1. (2) Given the product [CH2:26]([N:23]1[CH2:22][CH2:21][C@H:20]2[N:15]3[C:16]4[C:11](=[CH:10][C:9]([C:3]5[CH:4]=[CH:5][CH:6]=[C:7]([Cl:8])[C:2]=5[Cl:1])=[CH:18][C:17]=4[C@H:19]2[CH2:24]1)[CH2:12][CH2:13][CH2:14]3)[CH2:27][CH2:28][CH3:29], predict the reactants needed to synthesize it. The reactants are: [Cl:1][C:2]1[C:7]([Cl:8])=[CH:6][CH:5]=[CH:4][C:3]=1[C:9]1[CH:10]=[C:11]2[C:16]3=[C:17]([C@H:19]4[CH2:24][NH:23][CH2:22][CH2:21][C@H:20]4[N:15]3[CH2:14][CH2:13][CH2:12]2)[CH:18]=1.Br[CH2:26][CH2:27][CH2:28][CH3:29]. (3) Given the product [CH2:1]([N:3]1[CH:7]=[C:6]([C:8]2[C:13]([CH3:14])=[CH:12][N:11]=[C:10]3[NH:15][CH:16]=[CH:17][C:9]=23)[C:5]([C:18]2[CH:24]=[CH:23][C:21]([NH:22][C:32](=[O:28])[N:26]([CH3:27])[CH3:25])=[CH:20][CH:19]=2)=[N:4]1)[CH3:2], predict the reactants needed to synthesize it. The reactants are: [CH2:1]([N:3]1[CH:7]=[C:6]([C:8]2[C:13]([CH3:14])=[CH:12][N:11]=[C:10]3[NH:15][CH:16]=[CH:17][C:9]=23)[C:5]([C:18]2[CH:24]=[CH:23][C:21]([NH2:22])=[CH:20][CH:19]=2)=[N:4]1)[CH3:2].[CH3:25][NH:26][CH3:27].[O:28]1[CH2:32]CCC1. (4) Given the product [Cl:1][C:2]1[C:7]([C:8]([O:12]/[N:13]=[C:14](/[NH2:16])\[CH3:15])=[O:9])=[C:6]([Cl:11])[N:5]=[CH:4][N:3]=1, predict the reactants needed to synthesize it. The reactants are: [Cl:1][C:2]1[C:7]([C:8](Cl)=[O:9])=[C:6]([Cl:11])[N:5]=[CH:4][N:3]=1.[OH:12]/[N:13]=[C:14](\[NH2:16])/[CH3:15].CCN(C(C)C)C(C)C. (5) Given the product [CH3:19][O:18][C:11](=[O:17])[CH2:12][CH2:13][CH2:14][C:15]#[C:16][C:2]1[CH:7]=[C:6]([Cl:8])[CH:5]=[CH:4][C:3]=1[O:9][CH3:10], predict the reactants needed to synthesize it. The reactants are: Br[C:2]1[CH:7]=[C:6]([Cl:8])[CH:5]=[CH:4][C:3]=1[O:9][CH3:10].[C:11]([O:18][CH3:19])(=[O:17])[CH2:12][CH2:13][CH2:14][C:15]#[CH:16]. (6) Given the product [CH3:1][O:2][C:3](=[O:23])[CH2:4][C@@H:5]1[C:17]2[N:16]([C@H:51]([C:48]3[CH:47]=[CH:46][C:45]([C:44]([F:43])([F:54])[F:55])=[CH:50][CH:49]=3)[CH3:52])[C:15]3[C:10](=[CH:11][C:12]([F:22])=[CH:13][C:14]=3[S:18]([CH3:21])(=[O:20])=[O:19])[C:9]=2[CH2:8][CH2:7][CH2:6]1, predict the reactants needed to synthesize it. The reactants are: [CH3:1][O:2][C:3](=[O:23])[CH2:4][C@@H:5]1[C:17]2[NH:16][C:15]3[C:10](=[CH:11][C:12]([F:22])=[CH:13][C:14]=3[S:18]([CH3:21])(=[O:20])=[O:19])[C:9]=2[CH2:8][CH2:7][CH2:6]1.C1(P(C2C=CC=CC=2)C2C=CC=CC=2)C=CC=CC=1.[F:43][C:44]([F:55])([F:54])[C:45]1[CH:50]=[CH:49][C:48]([C@H:51](O)[CH3:52])=[CH:47][CH:46]=1.N(C(OC(C)(C)C)=O)=NC(OC(C)(C)C)=O. (7) Given the product [CH3:5][C:6]1[CH:7]=[C:8]([O:20][C:22]2[C:31]3[C:26](=[CH:27][C:28]([C:32]([F:35])([F:33])[F:34])=[CH:29][CH:30]=3)[N:25]=[CH:24][CH:23]=2)[C:9]([C:13]2[CH:18]=[CH:17][C:16]([CH3:19])=[CH:15][N:14]=2)=[N:10][C:11]=1[CH3:12], predict the reactants needed to synthesize it. The reactants are: CS(C)=O.[CH3:5][C:6]1[CH:7]=[C:8]([OH:20])[C:9]([C:13]2[CH:18]=[CH:17][C:16]([CH3:19])=[CH:15][N:14]=2)=[N:10][C:11]=1[CH3:12].Cl[C:22]1[C:31]2[C:26](=[CH:27][C:28]([C:32]([F:35])([F:34])[F:33])=[CH:29][CH:30]=2)[N:25]=[CH:24][CH:23]=1.C(=O)([O-])[O-].[Cs+].[Cs+].